This data is from Full USPTO retrosynthesis dataset with 1.9M reactions from patents (1976-2016). The task is: Predict the reactants needed to synthesize the given product. (1) Given the product [CH3:43][O:42][CH2:41][C:38]1[CH:39]=[CH:40][C:35]([C:33]2[CH:32]=[CH:31][N:30]=[C:29]([N:51]3[CH2:50][CH2:49][N:48]([C:52]([O:54][C:55]([CH3:57])([CH3:58])[CH3:56])=[O:53])[CH2:47][CH:46]3[C:45]([F:59])([F:44])[F:60])[N:34]=2)=[CH:36][CH:37]=1, predict the reactants needed to synthesize it. The reactants are: C1(B(O)O)C=CC=CC=1.COCC1C=CC(B2OC(C)(C)C(C)(C)O2)=CC=1.Cl[C:29]1[N:34]=[C:33]([C:35]2[CH:40]=[CH:39][C:38]([CH2:41][O:42][CH3:43])=[CH:37][CH:36]=2)[CH:32]=[CH:31][N:30]=1.[F:44][C:45]([F:60])([F:59])[CH:46]1[NH:51][CH2:50][CH2:49][N:48]([C:52]([O:54][C:55]([CH3:58])([CH3:57])[CH3:56])=[O:53])[CH2:47]1.C(=O)([O-])[O-].[Cs+].[Cs+].C1(P(C2C=CC=CC=2)C2C=CC3C(=CC=CC=3)C=2C2C3C(=CC=CC=3)C=CC=2P(C2C=CC=CC=2)C2C=CC=CC=2)C=CC=CC=1. (2) Given the product [NH:20]1[C:21]2[C:17](=[CH:16][C:15]([O:14][C@H:11]3[CH2:12][CH2:13][CH2:8][C@H:9]([NH2:24])[CH2:10]3)=[CH:23][CH:22]=2)[CH:18]=[N:19]1, predict the reactants needed to synthesize it. The reactants are: O1CCCCC1O[CH:8]1[CH2:13][CH2:12][CH:11]([O:14][C:15]2[CH:16]=[C:17]3[C:21](=[CH:22][CH:23]=2)[NH:20][N:19]=[CH:18]3)[CH2:10][CH2:9]1.[NH:24]1C2C(=CC(OC3CCC(O)CC3)=CC=2)C=N1. (3) Given the product [O:33]1[C:32]2[CH:31]=[CH:30][C:28]([NH:29][C:2]3[C:11]4[C:6](=[CH:7][C:8]([O:14][CH2:15][CH2:16][CH2:17][N:18]5[CH2:23][CH2:22][O:21][CH2:20][CH2:19]5)=[C:9]([O:12][CH3:13])[CH:10]=4)[N:5]=[CH:4][N:3]=3)=[CH:27][C:26]=2[O:25][CH2:24]1, predict the reactants needed to synthesize it. The reactants are: Cl[C:2]1[C:11]2[C:6](=[CH:7][C:8]([O:14][CH2:15][CH2:16][CH2:17][N:18]3[CH2:23][CH2:22][O:21][CH2:20][CH2:19]3)=[C:9]([O:12][CH3:13])[CH:10]=2)[N:5]=[CH:4][N:3]=1.[CH2:24]1[O:33][C:32]2[CH:31]=[CH:30][C:28]([NH2:29])=[CH:27][C:26]=2[O:25]1.Cl.